Dataset: Reaction yield outcomes from USPTO patents with 853,638 reactions. Task: Predict the reaction yield, written as a fraction of the theoretical maximum amount of product (1.0 means a 100% yield; for example, 0.34 means a 34% yield). (1) The reactants are [C:1]([C:5]1[CH:6]=[C:7]([C:11]2([NH:22][C:23](=[O:29])[O:24][C:25]([CH3:28])([CH3:27])[CH3:26])[CH2:16][CH2:15][C:14](=O)/[C:13](=[CH:18]/[N:19](C)C)/[CH2:12]2)[CH:8]=[CH:9][CH:10]=1)([CH3:4])([CH3:3])[CH3:2].O.[NH2:31]N. The catalyst is C(O)C. The product is [C:1]([C:5]1[CH:6]=[C:7]([C:11]2([NH:22][C:23](=[O:29])[O:24][C:25]([CH3:26])([CH3:27])[CH3:28])[CH2:16][CH2:15][C:14]3[C:13](=[CH:18][NH:19][N:31]=3)[CH2:12]2)[CH:8]=[CH:9][CH:10]=1)([CH3:3])([CH3:2])[CH3:4]. The yield is 0.670. (2) The reactants are CC1(C)[C@@H:6]([CH2:7][C:8]([OH:10])=[O:9])[C:5](=[O:11])OO1.[CH2:13]1[CH2:17][O:16]CC1.B.[CH2:19]1COCC1. The catalyst is CO. The product is [OH:11][CH2:5][CH2:6][C@H:7]1[O:16][C:17]([CH3:13])([CH3:19])[O:10][C:8]1=[O:9]. The yield is 0.490. (3) The reactants are [O:1]=[C:2]1[C@H:18]2[N:6]([C@H:7]([CH2:19][CH2:20][CH2:21][NH:22]C(=O)OCC3C=CC=CC=3)[C:8]3[NH:9][C:10]4[C:15]([C:16]=3[CH2:17]2)=[CH:14][CH:13]=[CH:12][CH:11]=4)[C:5](=[O:33])[C@@H:4]2[CH2:34][CH2:35][CH2:36][N:3]12. The catalyst is CO.[Pd]. The product is [NH2:22][CH2:21][CH2:20][CH2:19][C@@H:7]1[C:8]2[NH:9][C:10]3[C:15]([C:16]=2[CH2:17][C@H:18]2[C:2](=[O:1])[N:3]4[CH2:36][CH2:35][CH2:34][C@H:4]4[C:5](=[O:33])[N:6]12)=[CH:14][CH:13]=[CH:12][CH:11]=3. The yield is 0.950. (4) The yield is 0.390. The reactants are Br[C:2]1[C:7]2[CH:8]=[CH:9][O:10][C:6]=2[CH:5]=[CH:4][CH:3]=1.[Cu][C:12]#[N:13].C(N)CN. The product is [O:10]1[C:6]2=[CH:5][CH:4]=[CH:3][C:2]([C:12]#[N:13])=[C:7]2[CH:8]=[CH:9]1. The catalyst is CN(C=O)C. (5) The reactants are [NH2:1][C@H:2]1[CH2:6][C@H:5]([OH:7])[C@H:4]([CH2:8][OH:9])[CH2:3]1.C(N(CC)CC)C.[Cl:17][C:18]1[C:23]([CH2:24][CH:25]=O)=[C:22](Cl)[N:21]=[CH:20][N:19]=1. The catalyst is CC(O)C. The product is [Cl:17][C:18]1[C:23]2[CH:24]=[CH:25][N:1]([C@H:2]3[CH2:6][C@H:5]([OH:7])[C@H:4]([CH2:8][OH:9])[CH2:3]3)[C:22]=2[N:21]=[CH:20][N:19]=1. The yield is 0.680. (6) The product is [Br:1][C:2]1[C:3](=[O:9])[N:4]([CH2:11][C:12]2[S:13][CH:14]=[CH:15][C:16]=2[C:17]#[N:18])[C:5]([Cl:8])=[N:6][CH:7]=1. No catalyst specified. The reactants are [Br:1][C:2]1[C:3](=[O:9])[NH:4][C:5]([Cl:8])=[N:6][CH:7]=1.Br[CH2:11][C:12]1[S:13][CH:14]=[CH:15][C:16]=1[C:17]#[N:18]. The yield is 0.580. (7) The reactants are [F:1][C:2]1[CH:7]=[CH:6][C:5]([C:8]([N:10]2[CH2:15][CH2:14][C:13]([CH2:17][N:18]3[C:23](=[O:24])[C:22]4[CH:25]=[N:26][N:27]([C:28]5[CH:36]=[CH:35][C:31]([C:32]([OH:34])=[O:33])=[CH:30][CH:29]=5)[C:21]=4[N:20]=[CH:19]3)([OH:16])[CH2:12][CH2:11]2)=[O:9])=[CH:4][CH:3]=1.F[C:38]1C=CC(C(N2CCC3(OC3)CC2)=O)=CC=1.O=C1NC=NC2N(C3C=CC(C(O)=O)=CC=3)N=CC1=2.C(=O)([O-])[O-].[Cs+].[Cs+].IC. The catalyst is CN(C)C=O. The product is [CH3:38][O:33][C:32](=[O:34])[C:31]1[CH:30]=[CH:29][C:28]([N:27]2[C:21]3[N:20]=[CH:19][N:18]([CH2:17][C:13]4([OH:16])[CH2:12][CH2:11][N:10]([C:8](=[O:9])[C:5]5[CH:6]=[CH:7][C:2]([F:1])=[CH:3][CH:4]=5)[CH2:15][CH2:14]4)[C:23](=[O:24])[C:22]=3[CH:25]=[N:26]2)=[CH:36][CH:35]=1. The yield is 0.920. (8) The reactants are Cl[C:2]1[N:3]=[N:4][C:5]([O:8][CH2:9][C:10]2[C:11]([C:16]3[CH:21]=[CH:20][CH:19]=[C:18]([F:22])[CH:17]=3)=[N:12][O:13][C:14]=2[CH3:15])=[CH:6][CH:7]=1.[C:23](=[O:26])([O-])[O-:24].[Na+].[Na+].[CH2:29](O)[CH3:30]. The catalyst is C1(P(C2C=CC=CC=2)[C-]2C=CC=C2)C=CC=CC=1.[C-]1(P(C2C=CC=CC=2)C2C=CC=CC=2)C=CC=C1.[Fe+2].C([O-])(=O)C.[Pd+2].C([O-])(=O)C. The product is [CH2:29]([O:24][C:23]([C:2]1[N:3]=[N:4][C:5]([O:8][CH2:9][C:10]2[C:11]([C:16]3[CH:21]=[CH:20][CH:19]=[C:18]([F:22])[CH:17]=3)=[N:12][O:13][C:14]=2[CH3:15])=[CH:6][CH:7]=1)=[O:26])[CH3:30]. The yield is 0.700. (9) The reactants are [C:1]([OH:11])(=O)[CH2:2][CH2:3][C:4]1[CH:9]=[CH:8][CH:7]=[CH:6][CH:5]=1.CN(C=O)C.C(Cl)[Cl:18]. No catalyst specified. The product is [C:4]1([CH2:3][CH2:2][C:1]([Cl:18])=[O:11])[CH:9]=[CH:8][CH:7]=[CH:6][CH:5]=1. The yield is 1.00. (10) The reactants are C([O:3][C:4]([C:6]1[NH:7][C:8]2[C:13]([CH:14]=1)=[CH:12][C:11]([Cl:15])=[CH:10][C:9]=2[CH2:16][N:17]1[CH2:22][CH2:21][O:20][CH2:19][CH2:18]1)=[O:5])C.O[Li].O.Cl. The catalyst is C1COCC1.CCO.O. The product is [Cl:15][C:11]1[CH:12]=[C:13]2[C:8](=[C:9]([CH2:16][N:17]3[CH2:22][CH2:21][O:20][CH2:19][CH2:18]3)[CH:10]=1)[NH:7][C:6]([C:4]([OH:5])=[O:3])=[CH:14]2. The yield is 0.250.